This data is from Reaction yield outcomes from USPTO patents with 853,638 reactions. The task is: Predict the reaction yield, written as a fraction of the theoretical maximum amount of product (1.0 means a 100% yield; for example, 0.34 means a 34% yield). The reactants are Br[C:2]1[CH:3]=[C:4]([CH:7]=[CH:8][C:9]=1[F:10])[CH:5]=[O:6].[S:11]1[CH:15]=[CH:14][CH:13]=[C:12]1B(O)O.C(=O)([O-])[O-].[Na+].[Na+].O. The catalyst is COCCOC.[Pd].C1(P(C2C=CC=CC=2)C2C=CC=CC=2)C=CC=CC=1.C1(P(C2C=CC=CC=2)C2C=CC=CC=2)C=CC=CC=1.C1(P(C2C=CC=CC=2)C2C=CC=CC=2)C=CC=CC=1.C1(P(C2C=CC=CC=2)C2C=CC=CC=2)C=CC=CC=1. The product is [F:10][C:9]1[CH:8]=[CH:7][C:4]([CH:5]=[O:6])=[CH:3][C:2]=1[C:12]1[S:11][CH:15]=[CH:14][CH:13]=1. The yield is 0.950.